Dataset: Reaction yield outcomes from USPTO patents with 853,638 reactions. Task: Predict the reaction yield, written as a fraction of the theoretical maximum amount of product (1.0 means a 100% yield; for example, 0.34 means a 34% yield). (1) The reactants are [CH3:1][NH:2][C@@H:3]1[C:8]2[CH:9]=[CH:10][CH:11]=[CH:12][C:7]=2[C@H:6]([C:13]2[CH:14]=[CH:15][C:16]([Cl:20])=[C:17]([Cl:19])[CH:18]=2)[CH2:5][CH2:4]1.[ClH:21]. The catalyst is O. The product is [CH3:1][NH:2][C@@H:3]1[C:8]2[CH:9]=[CH:10][CH:11]=[CH:12][C:7]=2[C@H:6]([C:13]2[CH:14]=[CH:15][C:16]([Cl:20])=[C:17]([Cl:19])[CH:18]=2)[CH2:5][CH2:4]1.[ClH:21]. The yield is 0.768. (2) The reactants are [NH2:1][C:2]1[N:10]=[CH:9][C:8]([Br:11])=[CH:7][C:3]=1[C:4](O)=[O:5].C[CH2:13][N:14](C(C)C)[CH:15](C)C.CN(C(ON1N=NC2C=CC=CC1=2)=[N+](C)C)C.[B-](F)(F)(F)F.CNC. The catalyst is C(Cl)Cl.O. The product is [NH2:1][C:2]1[N:10]=[CH:9][C:8]([Br:11])=[CH:7][C:3]=1[C:4]([N:14]([CH3:15])[CH3:13])=[O:5]. The yield is 0.798. (3) The reactants are C[O:2][C:3]([C:5]1[CH:6]=[C:7]([Cl:29])[CH:8]=[C:9]2[C:14]=1[NH:13][CH:12]([C:15]1[CH:20]=[CH:19][CH:18]=[C:17]([N:21]3[CH2:26][CH2:25][O:24][CH2:23][CH2:22]3)[CH:16]=1)[C:11]([CH3:28])([CH3:27])[CH2:10]2)=[O:4].[OH-].[Na+].Cl. The catalyst is CO.O1CCCC1.O. The product is [Cl:29][C:7]1[CH:8]=[C:9]2[C:14](=[C:5]([C:3]([OH:4])=[O:2])[CH:6]=1)[NH:13][CH:12]([C:15]1[CH:20]=[CH:19][CH:18]=[C:17]([N:21]3[CH2:22][CH2:23][O:24][CH2:25][CH2:26]3)[CH:16]=1)[C:11]([CH3:28])([CH3:27])[CH2:10]2. The yield is 0.900.